From a dataset of Reaction yield outcomes from USPTO patents with 853,638 reactions. Predict the reaction yield, written as a fraction of the theoretical maximum amount of product (1.0 means a 100% yield; for example, 0.34 means a 34% yield). (1) The reactants are Cl[C:2]1[N:11]=[C:10]([N:12]([C:14]2[CH:19]=[CH:18][C:17]([O:20][CH3:21])=[CH:16][CH:15]=2)[CH3:13])[C:9]2[C:4](=[CH:5][CH:6]=[CH:7][CH:8]=2)[N:3]=1.[CH3:22][S-:23].[Na+]. The catalyst is C(OCC)(=O)C. The product is [CH3:22][S:23][C:2]1[N:11]=[C:10]([N:12]([C:14]2[CH:19]=[CH:18][C:17]([O:20][CH3:21])=[CH:16][CH:15]=2)[CH3:13])[C:9]2[C:4](=[CH:5][CH:6]=[CH:7][CH:8]=2)[N:3]=1. The yield is 0.0700. (2) The reactants are [CH3:1][O:2][C:3]1[CH:20]=[CH:19][C:6]([CH2:7][O:8][CH2:9][CH:10]=[CH:11][CH2:12][O:13][C:14](=[O:18])[CH:15]=[N+]=[N-])=[CH:5][CH:4]=1. The catalyst is ClCCl. The product is [CH3:1][O:2][C:3]1[CH:20]=[CH:19][C:6]([CH2:7][O:8][CH2:9][C@@H:10]2[C@@H:15]3[C@H:11]2[CH2:12][O:13][C:14]3=[O:18])=[CH:5][CH:4]=1. The yield is 0.960. (3) The reactants are [NH:1]([C:3]1[CH:4]=[C:5]([CH:8]=[CH:9][N:10]=1)[C:6]#[N:7])[NH2:2].CN(C)/[CH:13]=[CH:14]/[C:15]([C:17]1[CH:22]=[CH:21][CH:20]=[CH:19][CH:18]=1)=O. The catalyst is C(O)C.CC(O)=O. The product is [C:17]1([C:15]2[N:1]([C:3]3[CH:4]=[C:5]([CH:8]=[CH:9][N:10]=3)[C:6]#[N:7])[N:2]=[CH:13][CH:14]=2)[CH:22]=[CH:21][CH:20]=[CH:19][CH:18]=1. The yield is 0.810.